This data is from Reaction yield outcomes from USPTO patents with 853,638 reactions. The task is: Predict the reaction yield, written as a fraction of the theoretical maximum amount of product (1.0 means a 100% yield; for example, 0.34 means a 34% yield). (1) The reactants are Br[C:2]1[CH:7]=[CH:6][C:5]([CH:8]([OH:22])[C:9]([NH:11][C:12]2[CH:17]=[CH:16][C:15]([C:18]([F:21])([F:20])[F:19])=[CH:14][CH:13]=2)=[O:10])=[CH:4][CH:3]=1.[C:23]([O:27][C:28](=[O:41])[NH:29][C:30]1[CH:35]=[CH:34][CH:33]=[CH:32][C:31]=1[NH:36][C:37](=[O:40])[CH:38]=[CH2:39])([CH3:26])([CH3:25])[CH3:24].C1(C)C=CC=CC=1P(C1C=CC=CC=1C)C1C=CC=CC=1C.C(N(CC)CC)C.[Cl-].[NH4+]. The catalyst is CN(C=O)C.C1C=CC(/C=C/C(/C=C/C2C=CC=CC=2)=O)=CC=1.C1C=CC(/C=C/C(/C=C/C2C=CC=CC=2)=O)=CC=1.C1C=CC(/C=C/C(/C=C/C2C=CC=CC=2)=O)=CC=1.[Pd].[Pd]. The product is [C:23]([O:27][C:28](=[O:41])[NH:29][C:30]1[CH:35]=[CH:34][CH:33]=[CH:32][C:31]=1[NH:36][C:37](=[O:40])/[CH:38]=[CH:39]/[C:2]1[CH:7]=[CH:6][C:5]([CH:8]([OH:22])[C:9](=[O:10])[NH:11][C:12]2[CH:17]=[CH:16][C:15]([C:18]([F:21])([F:20])[F:19])=[CH:14][CH:13]=2)=[CH:4][CH:3]=1)([CH3:26])([CH3:24])[CH3:25]. The yield is 0.490. (2) The reactants are [Br:1][C:2]1[N:3]=[C:4]([C:12]2([OH:22])[CH2:20][CH2:19][CH2:18][C:17]3[N:16]([CH3:21])[N:15]=[CH:14][C:13]2=3)[N:5]2[CH:10]=[CH:9][N:8]=[C:7](Cl)[C:6]=12.[NH3:23].CC(O)C. No catalyst specified. The product is [NH2:23][C:7]1[C:6]2[N:5]([C:4]([C:12]3([OH:22])[CH2:20][CH2:19][CH2:18][C:17]4[N:16]([CH3:21])[N:15]=[CH:14][C:13]3=4)=[N:3][C:2]=2[Br:1])[CH:10]=[CH:9][N:8]=1. The yield is 0.880. (3) The reactants are [CH3:1][O:2][C:3]([CH:5]1[CH:9]([CH3:10])[O:8][C:7]([C:11]2[CH:16]=[CH:15][CH:14]=[CH:13][CH:12]=2)=[N:6]1)=[O:4].[CH:17](NC(C)C)(C)C.[Li].IC.[Cl-].[NH4+]. The catalyst is O1CCCC1.CCCCCCC.CCOC(C)=O.C(OCC)(=O)C.CCCCCCC.CCCCCC. The product is [CH3:1][O:2][C:3]([C:5]1([CH3:17])[CH:9]([CH3:10])[O:8][C:7]([C:11]2[CH:16]=[CH:15][CH:14]=[CH:13][CH:12]=2)=[N:6]1)=[O:4]. The yield is 0.880. (4) The reactants are CO[C:3]([C:5]1[N:6]=[CH:7][C:8]2[C:13]([C:14]=1[OH:15])=[CH:12][CH:11]=[C:10]([O:16][C:17]1[CH:22]=[CH:21][CH:20]=[CH:19][CH:18]=1)[CH:9]=2)=[O:4].[NH2:23][CH2:24][CH2:25][C@H:26]([OH:30])[C:27]([OH:29])=[O:28].CO.Cl. The catalyst is C[O-].[Na+].O. The product is [OH:30][C@@H:26]([CH2:25][CH2:24][NH:23][C:3]([C:5]1[N:6]=[CH:7][C:8]2[C:13]([C:14]=1[OH:15])=[CH:12][CH:11]=[C:10]([O:16][C:17]1[CH:18]=[CH:19][CH:20]=[CH:21][CH:22]=1)[CH:9]=2)=[O:4])[C:27]([OH:29])=[O:28]. The yield is 0.924. (5) The reactants are [Cl:1][C:2]1[N:7]=[C:6](Cl)[CH:5]=[CH:4][N:3]=1.[NH:9]1[CH2:14][CH2:13][CH2:12][CH:11]([C:15]([O:17][CH2:18][CH3:19])=[O:16])[CH2:10]1. The catalyst is CCO. The product is [Cl:1][C:2]1[N:7]=[C:6]([N:9]2[CH2:14][CH2:13][CH2:12][CH:11]([C:15]([O:17][CH2:18][CH3:19])=[O:16])[CH2:10]2)[CH:5]=[CH:4][N:3]=1. The yield is 0.800.